This data is from Forward reaction prediction with 1.9M reactions from USPTO patents (1976-2016). The task is: Predict the product of the given reaction. (1) Given the reactants CN(C(O[N:9]1N=N[C:11]2[CH:12]=CC=[N:15][C:10]1=2)=[N+](C)C)C.F[P-](F)(F)(F)(F)F.[F:25][C:26]1([F:41])[O:30][C:29]2[CH:31]=[CH:32][C:33]([C:35]3([C:38]([OH:40])=O)[CH2:37][CH2:36]3)=[CH:34][C:28]=2[O:27]1.[CH2:42]([OH:44])[CH3:43].C([N:47]([CH2:50][CH3:51])[CH2:48][CH3:49])C, predict the reaction product. The product is: [C:33]([C:48]1[N:47]([CH2:43][CH2:42][OH:44])[C:50]2=[CH:51][N:15]=[C:10]([NH:9][C:38]([C:35]3([C:33]4[CH:32]=[CH:31][C:29]5[O:30][C:26]([F:25])([F:41])[O:27][C:28]=5[CH:34]=4)[CH2:36][CH2:37]3)=[O:40])[CH:11]=[C:12]2[CH:49]=1)([CH3:35])([CH3:34])[CH3:32]. (2) Given the reactants Cl.[OH:2][CH2:3][CH2:4][CH2:5][N:6]([CH3:20])[C:7](=[O:19])[CH2:8][CH2:9][O:10][C@H:11]1[CH2:16][CH2:15][C@H:14]([NH:17][CH3:18])[CH2:13][CH2:12]1.C(N(CC)C(C)C)(C)C.Cl[C:31]([O:33][C:34]1[CH:39]=[CH:38][C:37]([Cl:40])=[CH:36][CH:35]=1)=[O:32].C([O-])(O)=O.[Na+], predict the reaction product. The product is: [Cl:40][C:37]1[CH:38]=[CH:39][C:34]([O:33][C:31](=[O:32])[N:17]([C@H:14]2[CH2:13][CH2:12][C@H:11]([O:10][CH2:9][CH2:8][C:7](=[O:19])[N:6]([CH2:5][CH2:4][CH2:3][OH:2])[CH3:20])[CH2:16][CH2:15]2)[CH3:18])=[CH:35][CH:36]=1. (3) Given the reactants [C:1]([OH:8])(=[O:7])[CH2:2][CH2:3][C:4]([OH:6])=[O:5].[CH3:9][CH:10](O)[CH2:11][CH2:12][CH2:13][CH2:14][CH2:15][CH3:16].CS(O)(=O)=O, predict the reaction product. The product is: [CH3:9][CH:10]([O:5][C:4](=[O:6])[CH2:3][CH2:2][C:1]([O:8][CH:10]([CH2:11][CH2:12][CH2:13][CH2:14][CH2:15][CH3:16])[CH3:9])=[O:7])[CH2:11][CH2:12][CH2:13][CH2:14][CH2:15][CH3:16]. (4) Given the reactants [CH3:1][O:2][C:3]1[CH:11]=[C:10]2[C:6](/[C:7](=[CH:13]/[C:14]3[CH:19]=[CH:18][CH:17]=[C:16]([Cl:20])[CH:15]=3)/[C:8](=[O:12])[NH:9]2)=[CH:5][CH:4]=1.[F:21][C:22]1[CH:23]=[CH:24][C:25]([CH3:37])=[C:26]([CH:28]=[N:29][C:30]([O:32][Si](C)(C)C)=[CH2:31])[CH:27]=1, predict the reaction product. The product is: [Cl:20][C:16]1[CH:15]=[C:14]([CH:13]2[CH2:31][C:30](=[O:32])[NH:29][CH:28]([C:26]3[CH:27]=[C:22]([F:21])[CH:23]=[CH:24][C:25]=3[CH3:37])[C:7]32[C:6]2[C:10](=[CH:11][C:3]([O:2][CH3:1])=[CH:4][CH:5]=2)[NH:9][C:8]3=[O:12])[CH:19]=[CH:18][CH:17]=1.